Predict the reactants needed to synthesize the given product. From a dataset of Full USPTO retrosynthesis dataset with 1.9M reactions from patents (1976-2016). (1) The reactants are: O.[CH3:2][C@@:3]([OH:35])([C:31]([CH3:34])([CH3:33])[CH3:32])[C@@H:4]1[C@:9]2([O:29][CH3:30])[C@@H:10]3[O:24][C:19]4=[C:20]([OH:23])[CH:21]=[CH:22][C:17]5=[C:18]4[C@:11]43[CH2:12][CH2:13][N:14]([CH2:25][CH:26]3[CH2:28][CH2:27]3)[C@H:15]([CH2:16]5)[C@@:6]4([CH2:7][CH2:8]2)[CH2:5]1.Cl. Given the product [CH3:2][C@@:3]([OH:35])([C:31]([CH3:34])([CH3:33])[CH3:32])[C@@H:4]1[C@:9]2([O:29][CH3:30])[C@@H:10]3[O:24][C:19]4=[C:20]([OH:23])[CH:21]=[CH:22][C:17]5=[C:18]4[C@:11]43[CH2:12][CH2:13][N:14]([CH2:25][CH:26]3[CH2:27][CH2:28]3)[C@H:15]([CH2:16]5)[C@@:6]4([CH2:7][CH2:8]2)[CH2:5]1, predict the reactants needed to synthesize it. (2) Given the product [CH2:16]([O:18][C:19]1[CH:20]=[C:21]([C:22]2[S:6][C:2]([NH2:1])=[N:3][N:4]=2)[CH:25]=[CH:26][C:27]=1[O:28][CH2:29][CH3:30])[CH3:17], predict the reactants needed to synthesize it. The reactants are: [NH2:1][C:2]1[S:6]C(C2C=CC(F)=C(C=2)C#N)=[N:4][N:3]=1.[CH2:16]([O:18][C:19]1[CH:20]=[C:21]([CH:25]=[CH:26][C:27]=1[O:28][CH2:29][CH3:30])[C:22](O)=O)[CH3:17]. (3) Given the product [CH:1]1([C:6]2([CH2:14][CH2:15][C:16]3[CH:21]=[CH:20][C:19]([C:22]4[O:23][CH:24]=[CH:25][N:26]=4)=[C:18]([CH2:27][CH3:28])[CH:17]=3)[O:11][C:10](=[O:12])[C:9]([CH2:59][C:61]3[N:69]=[C:64]4[N:65]=[CH:66][CH:67]=[CH:68][N:63]4[N:62]=3)=[C:8]([OH:13])[CH2:7]2)[CH2:5][CH2:4][CH2:3][CH2:2]1, predict the reactants needed to synthesize it. The reactants are: [CH:1]1([C:6]2([CH2:14][CH2:15][C:16]3[CH:21]=[CH:20][C:19]([C:22]4[O:23][CH:24]=[CH:25][N:26]=4)=[C:18]([CH2:27][CH3:28])[CH:17]=3)[O:11][C:10](=[O:12])[CH2:9][C:8](=[O:13])[CH2:7]2)[CH2:5][CH2:4][CH2:3][CH2:2]1.C1(C2(CCC3C=C(CC)C(O)=CC=3OCCC)OC(=O)CC(=O)C2)CCCC1.CO[CH:59]([C:61]1[N:69]=[C:64]2[N:65]=[CH:66][CH:67]=[CH:68][N:63]2[N:62]=1)O.CC1C=C(C)N2N=C(C=O)N=C2N=1. (4) Given the product [CH2:32]([C:13]1[N:12]=[C:11]([CH3:36])[N:10]([C:6]2[CH:7]=[CH:8][CH:9]=[C:4]([CH:1]([OH:3])[CH3:2])[CH:5]=2)[C:15](=[O:16])[C:14]=1[CH2:17][C:18]1[CH:19]=[CH:20][C:21]([C:24]2[C:25]([C:30]#[N:31])=[CH:26][CH:27]=[CH:28][CH:29]=2)=[CH:22][CH:23]=1)[CH2:33][CH2:34][CH3:35], predict the reactants needed to synthesize it. The reactants are: [C:1]([C:4]1[CH:5]=[C:6]([N:10]2[C:15](=[O:16])[C:14]([CH2:17][C:18]3[CH:23]=[CH:22][C:21]([C:24]4[C:25]([C:30]#[N:31])=[CH:26][CH:27]=[CH:28][CH:29]=4)=[CH:20][CH:19]=3)=[C:13]([CH2:32][CH2:33][CH2:34][CH3:35])[N:12]=[C:11]2[CH3:36])[CH:7]=[CH:8][CH:9]=1)(=[O:3])[CH3:2].C(OCC)(=O)C.O. (5) The reactants are: [OH:1][C:2]1([C:12]2[CH:19]=[CH:18][C:15]([C:16]#[N:17])=[CH:14][N:13]=2)[CH2:11][CH2:10][C:5]2(OCC[O:6]2)[CH2:4][CH2:3]1.OC1(C2C=CC(C#N)=CC=2)CCC(=O)CC1. Given the product [OH:1][C:2]1([C:12]2[CH:19]=[CH:18][C:15]([C:16]#[N:17])=[CH:14][N:13]=2)[CH2:11][CH2:10][C:5](=[O:6])[CH2:4][CH2:3]1, predict the reactants needed to synthesize it. (6) Given the product [CH3:11][O:12][C:13]1[CH:18]=[C:17]([CH:19]=[O:20])[CH:16]=[C:15]([CH3:21])[N:14]=1, predict the reactants needed to synthesize it. The reactants are: C(Cl)(=O)C(Cl)=O.CS(C)=O.[CH3:11][O:12][C:13]1[CH:18]=[C:17]([CH2:19][OH:20])[CH:16]=[C:15]([CH3:21])[N:14]=1.